This data is from Forward reaction prediction with 1.9M reactions from USPTO patents (1976-2016). The task is: Predict the product of the given reaction. (1) Given the reactants [Cl:1][C:2]1[N:10]=[C:9]2[C:5]([N:6]=[C:7]([C:17](=[O:22])[C:18]([F:21])([F:20])[F:19])[N:8]2[CH:11]2[CH2:16][CH2:15][CH2:14][CH2:13][O:12]2)=[C:4]([N:23]2[CH2:28][CH2:27][O:26][CH2:25][CH2:24]2)[N:3]=1.[BH4-].[Na+], predict the reaction product. The product is: [Cl:1][C:2]1[N:10]=[C:9]2[C:5]([N:6]=[C:7]([CH:17]([OH:22])[C:18]([F:21])([F:20])[F:19])[N:8]2[CH:11]2[CH2:16][CH2:15][CH2:14][CH2:13][O:12]2)=[C:4]([N:23]2[CH2:28][CH2:27][O:26][CH2:25][CH2:24]2)[N:3]=1. (2) Given the reactants Cl.[Cl:2][C:3]1[CH:4]=[C:5]2[C:10](=[C:11]([Cl:13])[CH:12]=1)[CH2:9][N:8]([CH3:14])[CH2:7][CH:6]2[C:15]1[CH:20]=[CH:19][C:18]([S:21](Cl)(=[O:23])=[O:22])=[CH:17][CH:16]=1.[NH2:25][CH2:26][CH2:27][O:28][CH2:29][CH2:30][O:31][CH2:32][CH2:33][NH2:34].C(N(CC)CC)C, predict the reaction product. The product is: [NH2:25][CH2:26][CH2:27][O:28][CH2:29][CH2:30][O:31][CH2:32][CH2:33][NH:34][S:21]([C:18]1[CH:19]=[CH:20][C:15]([CH:6]2[C:5]3[C:10](=[C:11]([Cl:13])[CH:12]=[C:3]([Cl:2])[CH:4]=3)[CH2:9][N:8]([CH3:14])[CH2:7]2)=[CH:16][CH:17]=1)(=[O:23])=[O:22]. (3) Given the reactants [Br:1][C:2]1[N:3]=[C:4]([CH2:7][C:8]([C:10]2[CH:15]=[CH:14][C:13]([F:16])=[CH:12][CH:11]=2)=[O:9])[NH:5][CH:6]=1.[C:17](O)(=[O:20])[C:18]#[CH:19].N1(C(N2C=CN=C2)=O)C=CN=C1, predict the reaction product. The product is: [Br:1][C:2]1[NH:3][C:4]2[N:5]([CH:6]=1)[C:17](=[O:20])[CH:18]=[CH:19][C:7]=2[C:8](=[O:9])[C:10]1[CH:15]=[CH:14][C:13]([F:16])=[CH:12][CH:11]=1. (4) Given the reactants [CH2:1]([N:8]1[CH2:31][CH:30]([C:32]([OH:34])=[O:33])[O:29][C:10]2([CH2:15][CH2:14][N:13]([C:16](=[O:28])[C:17]3[CH:22]=[CH:21][C:20]([O:23][CH:24]([CH3:26])[CH3:25])=[C:19]([CH3:27])[CH:18]=3)[CH2:12][CH2:11]2)[CH2:9]1)[C:2]1[CH:7]=[CH:6][CH:5]=[CH:4][CH:3]=1.[C:35]([O-])([O-])=O.[K+].[K+].IC, predict the reaction product. The product is: [CH2:1]([N:8]1[CH2:31][CH:30]([C:32]([O:34][CH3:35])=[O:33])[O:29][C:10]2([CH2:15][CH2:14][N:13]([C:16](=[O:28])[C:17]3[CH:22]=[CH:21][C:20]([O:23][CH:24]([CH3:25])[CH3:26])=[C:19]([CH3:27])[CH:18]=3)[CH2:12][CH2:11]2)[CH2:9]1)[C:2]1[CH:3]=[CH:4][CH:5]=[CH:6][CH:7]=1. (5) Given the reactants Br[C:2]1[S:3][CH:4]=[C:5]([CH2:7][O:8][N:9]=[C:10]([C:17]2[N:21]([CH3:22])[N:20]=[N:19][N:18]=2)[C:11]2[CH:16]=[CH:15][CH:14]=[CH:13][CH:12]=2)[N:6]=1.[CH:23](/B(O)O)=[CH:24]\[CH2:25][CH2:26][CH2:27][CH3:28].C([O-])([O-])=O.[Na+].[Na+], predict the reaction product. The product is: [CH:23](/[C:2]1[S:3][CH:4]=[C:5]([CH2:7][O:8][N:9]=[C:10]([C:17]2[N:21]([CH3:22])[N:20]=[N:19][N:18]=2)[C:11]2[CH:16]=[CH:15][CH:14]=[CH:13][CH:12]=2)[N:6]=1)=[CH:24]\[CH2:25][CH2:26][CH2:27][CH3:28]. (6) Given the reactants [N:1]1[CH:6]=[CH:5][CH:4]=[CH:3][C:2]=1[C:7]1[O:8][C:9]2[CH2:14][CH2:13][N:12]([C:15]3[CH:23]=[CH:22][CH:21]=[C:20]4[C:16]=3[CH:17]=[CH:18][N:19]4S(C3C=CC(C)=CC=3)(=O)=O)[CH2:11][C:10]=2[N:34]=1.C(O[Na])(C)(C)C, predict the reaction product. The product is: [NH:19]1[C:20]2[C:16](=[C:15]([N:12]3[CH2:13][CH2:14][C:9]4[O:8][C:7]([C:2]5[CH:3]=[CH:4][CH:5]=[CH:6][N:1]=5)=[N:34][C:10]=4[CH2:11]3)[CH:23]=[CH:22][CH:21]=2)[CH:17]=[CH:18]1. (7) The product is: [CH3:1][O:2][C:3]([C:5]1[S:6][C:7](/[CH:13]=[CH:25]/[C:20]2[CH:21]=[C:22]3[C:17](=[CH:18][CH:19]=2)[N:16]=[C:15]([Cl:14])[CH:24]=[CH:23]3)=[C:8]([N+:10]([O-:12])=[O:11])[CH:9]=1)=[O:4]. Given the reactants [CH3:1][O:2][C:3]([C:5]1[S:6][C:7]([CH3:13])=[C:8]([N+:10]([O-:12])=[O:11])[CH:9]=1)=[O:4].[Cl:14][C:15]1[CH:24]=[CH:23][C:22]2[C:17](=[CH:18][CH:19]=[C:20]([CH:25]=O)[CH:21]=2)[N:16]=1.N1CCCC1, predict the reaction product. (8) Given the reactants [F:1][C:2]1[CH:25]=[CH:24][C:5]2[N:6]=[C:7]([NH:9][C:10]3[CH:11]=[C:12]([C:16]4[CH:20]=[C:19]([C:21](O)=[O:22])[O:18][N:17]=4)[CH:13]=[CH:14][CH:15]=3)[S:8][C:4]=2[CH:3]=1.Cl.[CH3:27][O:28][C:29](=[O:35])[C@@H:30]([NH2:34])[CH2:31][O:32][CH3:33], predict the reaction product. The product is: [CH3:27][O:28][C:29](=[O:35])[C@@H:30]([NH:34][C:21]([C:19]1[O:18][N:17]=[C:16]([C:12]2[CH:13]=[CH:14][CH:15]=[C:10]([NH:9][C:7]3[S:8][C:4]4[CH:3]=[C:2]([F:1])[CH:25]=[CH:24][C:5]=4[N:6]=3)[CH:11]=2)[CH:20]=1)=[O:22])[CH2:31][O:32][CH3:33]. (9) Given the reactants ClC1C(F)=C(C=C(C(F)(F)F)C=1)CN1CCC(COC2C(C3CC3)=CC(C(O)=O)=C(F)C=2)(F)CC1.[CH:36]1([C:39]2[C:40]([O:49][CH2:50][CH:51]3[CH2:56][CH2:55][N:54]([S:57]([C:60]4[CH:65]=[C:64]([F:66])[C:63]([F:67])=[C:62]([F:68])[CH:61]=4)(=[O:59])=[O:58])[CH2:53][CH2:52]3)=[CH:41][C:42]([F:48])=[C:43]([CH:47]=2)[C:44](O)=[O:45])[CH2:38][CH2:37]1, predict the reaction product. The product is: [CH:36]1([C:39]2[C:40]([O:49][CH2:50][CH:51]3[CH2:56][CH2:55][N:54]([S:57]([C:60]4[CH:61]=[C:62]([F:68])[C:63]([F:67])=[C:64]([F:66])[CH:65]=4)(=[O:58])=[O:59])[CH2:53][CH2:52]3)=[CH:41][C:42]([F:48])=[C:43]([CH:47]=2)[C:44]([NH:54][S:57]([CH3:60])(=[O:59])=[O:58])=[O:45])[CH2:38][CH2:37]1.